The task is: Predict the product of the given reaction.. This data is from Forward reaction prediction with 1.9M reactions from USPTO patents (1976-2016). (1) Given the reactants [Cl:1][C:2]1[CH:7]=[CH:6][C:5]([CH2:8][CH2:9][C:10]([OH:12])=O)=[CH:4][CH:3]=1.Cl.[CH2:14]([O:16][CH2:17][C@H:18]1[CH2:23][CH2:22][CH2:21][N:20]([CH2:24][C@H:25]2[CH2:30][CH2:29][CH2:28][CH2:27][C@@H:26]2[NH2:31])[CH2:19]1)[CH3:15].C(N(C(C)C)CC)(C)C.CN(C(ON1N=NC2C=CC=NC1=2)=[N+](C)C)C.F[P-](F)(F)(F)(F)F, predict the reaction product. The product is: [Cl:1][C:2]1[CH:3]=[CH:4][C:5]([CH2:8][CH2:9][C:10]([NH:31][C@H:26]2[CH2:27][CH2:28][CH2:29][CH2:30][C@@H:25]2[CH2:24][N:20]2[CH2:21][CH2:22][CH2:23][C@H:18]([CH2:17][O:16][CH2:14][CH3:15])[CH2:19]2)=[O:12])=[CH:6][CH:7]=1. (2) The product is: [CH2:1]([O:3][C:4](=[O:16])[CH:5]([O:14][CH3:15])[CH2:6][C:7]1[CH:8]=[CH:9][C:10]([O:13][CH2:25][CH:24]=[CH2:23])=[CH:11][CH:12]=1)[CH3:2]. Given the reactants [CH2:1]([O:3][C:4](=[O:16])[CH:5]([O:14][CH3:15])[CH2:6][C:7]1[CH:12]=[CH:11][C:10]([OH:13])=[CH:9][CH:8]=1)[CH3:2].C([O-])([O-])=O.[K+].[K+].[CH2:23](Br)[CH:24]=[CH2:25], predict the reaction product.